Dataset: Full USPTO retrosynthesis dataset with 1.9M reactions from patents (1976-2016). Task: Predict the reactants needed to synthesize the given product. The reactants are: [Cl-].[CH2:2]([Zn+])[C:3]([CH3:6])([CH3:5])[CH3:4].[F:8][C:9]1[CH:10]=[C:11]([CH:37]=[C:38]([F:40])[CH:39]=1)[CH2:12][C@H:13]([NH:29][C:30](=[O:36])[O:31][C:32]([CH3:35])([CH3:34])[CH3:33])[C@H:14]([OH:28])[CH2:15][NH:16][C@@H:17]1[C:26]2[C:21](=[CH:22][CH:23]=[C:24](I)[CH:25]=2)[O:20][CH2:19][CH2:18]1. Given the product [F:8][C:9]1[CH:10]=[C:11]([CH:37]=[C:38]([F:40])[CH:39]=1)[CH2:12][C@H:13]([NH:29][C:30](=[O:36])[O:31][C:32]([CH3:34])([CH3:35])[CH3:33])[C@H:14]([OH:28])[CH2:15][NH:16][C@@H:17]1[C:26]2[C:21](=[CH:22][CH:23]=[C:24]([CH2:2][C:3]([CH3:6])([CH3:5])[CH3:4])[CH:25]=2)[O:20][CH2:19][CH2:18]1, predict the reactants needed to synthesize it.